From a dataset of Forward reaction prediction with 1.9M reactions from USPTO patents (1976-2016). Predict the product of the given reaction. (1) Given the reactants [CH2:1]([O:8][C:9]1[CH:10]=[C:11]2[C:16](=[CH:17][C:18]=1[O:19][CH3:20])[CH:15]([CH2:21]S(C1N(C3C=CC=CC=3)N=NN=1)(=O)=O)[N:14](C(OC(C)(C)C)=O)[CH2:13][CH2:12]2)[C:2]1[CH:7]=[CH:6][CH:5]=[CH:4][CH:3]=1.[CH:43]([C:45]1[CH:50]=[CH:49][CH:48]=[CH:47][C:46]=1[NH:51][C:52](=[O:58])[O:53][C:54]([CH3:57])([CH3:56])[CH3:55])=O.C[Si]([N-][Si](C)(C)C)(C)C.[Li+], predict the reaction product. The product is: [CH2:1]([O:8][C:9]1[CH:10]=[C:11]2[C:16](=[CH:17][C:18]=1[O:19][CH3:20])[CH:15](/[CH:21]=[CH:43]/[C:45]1[CH:50]=[CH:49][CH:48]=[CH:47][C:46]=1[NH:51][C:52](=[O:58])[O:53][C:54]([CH3:56])([CH3:55])[CH3:57])[NH:14][CH2:13][CH2:12]2)[C:2]1[CH:3]=[CH:4][CH:5]=[CH:6][CH:7]=1. (2) Given the reactants [F:1][C:2]([F:24])([F:23])[C:3]([CH2:14][O:15]CC1C=CC=CC=1)([OH:13])[CH2:4][O:5]CC1C=CC=CC=1.CC1C=C2N=C3C(=NC(NC3=O)=O)N(C[C@H](O)[C@H](O)[C@H](O)CO)C2=CC=1C.[H][H], predict the reaction product. The product is: [F:1][C:2]([F:24])([F:23])[C:3]([OH:13])([CH2:14][OH:15])[CH2:4][OH:5]. (3) The product is: [CH3:1][O:2][C:3]1[CH:11]=[CH:10][CH:9]=[C:8]2[C:4]=1[CH2:5][N:6]([C:13]1[N:18]=[C:17]([NH:19][C:20]3[CH:21]=[C:22]4[C:26](=[CH:27][CH:28]=3)[NH:25][N:24]=[CH:23]4)[CH:16]=[CH:15][N:14]=1)[CH2:7]2. Given the reactants [CH3:1][O:2][C:3]1[CH:11]=[CH:10][CH:9]=[C:8]2[C:4]=1[CH2:5][NH:6][CH2:7]2.Cl[C:13]1[N:18]=[C:17]([NH:19][C:20]2[CH:21]=[C:22]3[C:26](=[CH:27][CH:28]=2)[NH:25][N:24]=[CH:23]3)[CH:16]=[CH:15][N:14]=1.CCN(C(C)C)C(C)C, predict the reaction product. (4) Given the reactants [OH:1][C:2]1[CH:9]=[CH:8][C:5]([CH:6]=[O:7])=[CH:4][CH:3]=1.[F:10][C:11]1[CH:18]=[CH:17][CH:16]=[CH:15][C:12]=1[CH2:13]Cl, predict the reaction product. The product is: [F:10][C:11]1[CH:18]=[CH:17][CH:16]=[CH:15][C:12]=1[CH2:13][O:1][C:2]1[CH:9]=[CH:8][C:5]([CH:6]=[O:7])=[CH:4][CH:3]=1. (5) Given the reactants OS(O)(=O)=O.O.C(O)(=O)C.COC(=O)[CH:14]([C:19]([C:21]1[C:29]2[C:24](=[N:25][CH:26]=[CH:27][CH:28]=2)[NH:23][N:22]=1)=[O:20])C(OC)=O, predict the reaction product. The product is: [NH:23]1[C:24]2=[N:25][CH:26]=[CH:27][CH:28]=[C:29]2[C:21]([C:19](=[O:20])[CH3:14])=[N:22]1. (6) Given the reactants [CH2:1]([C:5]12[CH2:17][CH2:16][C:15](=O)[C:14]([CH3:19])=[C:13]1[C:12]1[C:7](=[CH:8][C:9]([OH:20])=[CH:10][CH:11]=1)[CH2:6]2)[CH2:2][CH2:3][CH3:4].Cl.[OH:22][NH2:23], predict the reaction product. The product is: [CH2:1]([C:5]12[CH2:17][CH2:16]/[C:15](=[N:23]\[OH:22])/[C:14]([CH3:19])=[C:13]1[C:12]1[C:7](=[CH:8][C:9]([OH:20])=[CH:10][CH:11]=1)[CH2:6]2)[CH2:2][CH2:3][CH3:4]. (7) Given the reactants Cl[C:2]1[N:7]=[C:6]([N:8]2[C:12]3[CH:13]=[CH:14][CH:15]=[C:16]([O:17][CH3:18])[C:11]=3[N:10]=[C:9]2[CH:19]([F:21])[F:20])[N:5]=[C:4]([N:22]2[CH2:27][CH2:26][N:25]([C:28]([O:30][C:31]([CH3:34])([CH3:33])[CH3:32])=[O:29])[CH2:24][CH2:23]2)[N:3]=1.Cl.[CH:36]12[O:43][CH:40]([CH2:41][CH2:42]1)[CH2:39][NH:38][CH2:37]2.CCN(C(C)C)C(C)C, predict the reaction product. The product is: [F:20][CH:19]([F:21])[C:9]1[N:8]([C:6]2[N:7]=[C:2]([N:38]3[CH2:37][CH:36]4[O:43][CH:40]([CH2:41][CH2:42]4)[CH2:39]3)[N:3]=[C:4]([N:22]3[CH2:23][CH2:24][N:25]([C:28]([O:30][C:31]([CH3:32])([CH3:34])[CH3:33])=[O:29])[CH2:26][CH2:27]3)[N:5]=2)[C:12]2[CH:13]=[CH:14][CH:15]=[C:16]([O:17][CH3:18])[C:11]=2[N:10]=1.